This data is from Full USPTO retrosynthesis dataset with 1.9M reactions from patents (1976-2016). The task is: Predict the reactants needed to synthesize the given product. (1) Given the product [Cl:15][C:16]1[C:21]2=[CH:22][N:23]([CH2:2][C:3]3[CH:4]=[CH:5][C:6]([N:9]4[CH2:13][CH2:12][O:11][C:10]4=[O:14])=[N:7][CH:8]=3)[N:24]=[C:20]2[CH:19]=[CH:18][N:17]=1, predict the reactants needed to synthesize it. The reactants are: O[CH2:2][C:3]1[CH:4]=[CH:5][C:6]([N:9]2[CH2:13][CH2:12][O:11][C:10]2=[O:14])=[N:7][CH:8]=1.[Cl:15][C:16]1[C:21]2[CH:22]=[N:23][NH:24][C:20]=2[CH:19]=[CH:18][N:17]=1.C1C=CC(P(C2C=CC=CC=2)C2C=CC=CC=2)=CC=1.C1C=CC(COC(/N=N/C(OCC2C=CC=CC=2)=O)=O)=CC=1. (2) Given the product [C:34]([O:38][C:39]([N:41]1[CH2:46][CH2:45][O:44][CH:43]([CH2:47][O:30][CH2:29][C:26]2[CH:27]=[CH:28][N:24]3[C:25]=2[C:20]([NH:19][C:15]2[CH:14]=[C:13]4[C:18](=[CH:17][CH:16]=2)[N:10]([CH2:9][C:8]2[CH:31]=[CH:32][CH:33]=[C:6]([F:5])[CH:7]=2)[N:11]=[CH:12]4)=[N:21][CH:22]=[N:23]3)[CH2:42]1)=[O:40])([CH3:37])([CH3:35])[CH3:36], predict the reactants needed to synthesize it. The reactants are: S(Cl)(Cl)=O.[F:5][C:6]1[CH:7]=[C:8]([CH:31]=[CH:32][CH:33]=1)[CH2:9][N:10]1[C:18]2[C:13](=[CH:14][C:15]([NH:19][C:20]3[C:25]4=[C:26]([CH2:29][OH:30])[CH:27]=[CH:28][N:24]4[N:23]=[CH:22][N:21]=3)=[CH:16][CH:17]=2)[CH:12]=[N:11]1.[C:34]([O:38][C:39]([N:41]1[CH2:46][CH2:45][O:44][C@H:43]([CH2:47]O)[CH2:42]1)=[O:40])([CH3:37])([CH3:36])[CH3:35].CCN(C(C)C)C(C)C. (3) Given the product [CH2:13]([C:15]1[S:16][CH:17]=[C:18]([C:20]([N:22]2[CH2:27][C:26]3([CH2:32][CH2:31][N:30]([CH2:33][CH2:34][C:35]4[CH:36]=[CH:37][C:38]([CH2:41][CH2:42][O:43][CH2:46][CH2:45][C:44]([O:48][C:49]([CH3:52])([CH3:51])[CH3:50])=[O:47])=[CH:39][CH:40]=4)[CH2:29][CH2:28]3)[O:25][CH2:24][CH2:23]2)=[O:21])[N:19]=1)[CH3:14], predict the reactants needed to synthesize it. The reactants are: [OH-].C[N+](C)(C)CC1C=CC=CC=1.[CH2:13]([C:15]1[S:16][CH:17]=[C:18]([C:20]([N:22]2[CH2:27][C:26]3([CH2:32][CH2:31][N:30]([CH2:33][CH2:34][C:35]4[CH:40]=[CH:39][C:38]([CH2:41][CH2:42][OH:43])=[CH:37][CH:36]=4)[CH2:29][CH2:28]3)[O:25][CH2:24][CH2:23]2)=[O:21])[N:19]=1)[CH3:14].[C:44]([O:48][C:49]([CH3:52])([CH3:51])[CH3:50])(=[O:47])[CH:45]=[CH2:46]. (4) Given the product [CH3:1][O:2][C:3]1[C:4]([O:15][CH3:16])=[CH:5][C:6]2[O:10][C:9]([C:11](=[O:13])[CH2:12][CH2:23][CH:24]=[C:25]([CH3:26])[CH2:27][CH2:28][CH:29]=[C:30]([CH3:32])[CH3:31])=[CH:8][C:7]=2[CH:14]=1, predict the reactants needed to synthesize it. The reactants are: [CH3:1][O:2][C:3]1[C:4]([O:15][CH3:16])=[CH:5][C:6]2[O:10][C:9]([C:11](=[O:13])[CH3:12])=[CH:8][C:7]=2[CH:14]=1.C(O[K])(C)(C)C.[CH2:23](Br)/[CH:24]=[C:25](/[CH2:27][CH2:28][CH:29]=[C:30]([CH3:32])[CH3:31])\[CH3:26].O. (5) Given the product [CH3:59][O:58][C:52]1[CH:53]=[C:54]([O:56][CH3:57])[CH:55]=[C:11]([O:10][CH3:9])[C:12]=1/[CH:13]=[CH:14]/[CH:15]([S:25]([CH:28](/[CH:38]=[CH:39]/[C:40]1[C:41]([O:50][CH3:51])=[CH:42][C:43]([O:48][CH3:49])=[CH:44][C:45]=1[O:46][CH3:47])[C:29]1[CH:34]=[CH:33][C:32]([O:35][CH3:36])=[C:31]([NH:37][S:3]([C:2]([F:8])([F:7])[F:1])(=[O:5])=[O:4])[CH:30]=1)(=[O:27])=[O:26])[C:16]1[CH:21]=[CH:20][C:19]([O:22][CH3:23])=[C:18]([NH:24][S:3]([C:2]([F:8])([F:7])[F:1])(=[O:5])=[O:4])[CH:17]=1, predict the reactants needed to synthesize it. The reactants are: [F:1][C:2]([F:8])([F:7])[S:3](Cl)(=[O:5])=[O:4].[CH3:9][O:10][C:11]1[CH:55]=[C:54]([O:56][CH3:57])[CH:53]=[C:52]([O:58][CH3:59])[C:12]=1/[CH:13]=[CH:14]/[CH:15]([S:25]([CH:28](/[CH:38]=[CH:39]/[C:40]1[C:45]([O:46][CH3:47])=[CH:44][C:43]([O:48][CH3:49])=[CH:42][C:41]=1[O:50][CH3:51])[C:29]1[CH:34]=[CH:33][C:32]([O:35][CH3:36])=[C:31]([NH2:37])[CH:30]=1)(=[O:27])=[O:26])[C:16]1[CH:21]=[CH:20][C:19]([O:22][CH3:23])=[C:18]([NH2:24])[CH:17]=1.